From a dataset of Catalyst prediction with 721,799 reactions and 888 catalyst types from USPTO. Predict which catalyst facilitates the given reaction. (1) Reactant: [C:1]1([C:7]2[CH2:8][CH:9](S(Cl)(=O)=O)[CH2:10][C:11]=2[C:12]2[CH:17]=[CH:16][CH:15]=[CH:14][CH:13]=2)[CH:6]=[CH:5][CH:4]=[CH:3][CH:2]=1.[Li+].[Br-:23]. Product: [Br:23][CH:9]1[CH2:8][C:7]([C:1]2[CH:6]=[CH:5][CH:4]=[CH:3][CH:2]=2)=[C:11]([C:12]2[CH:17]=[CH:16][CH:15]=[CH:14][CH:13]=2)[CH2:10]1. The catalyst class is: 21. (2) Reactant: [NH2:1][C@@H:2]1[CH2:7][CH2:6][C@H:5]([N:8]2[C:13](=[O:14])[C:12]3[CH:15]=[C:16]([F:19])[CH:17]=[N:18][C:11]=3[N:10]([C:20]3[CH:21]=[C:22]([C:26]4[CH:31]=[CH:30][CH:29]=[C:28]([OH:32])[C:27]=4[CH2:33][N:34]4[CH2:39][CH2:38][O:37][CH2:36][CH2:35]4)[CH:23]=[CH:24][CH:25]=3)[C:9]2=[O:40])[CH2:4][CH2:3]1.[F:41][C:42]1[CH:43]=[CH:44][C:45]2[N:46]([CH:48]=[C:49]([CH:51]=O)[N:50]=2)[CH:47]=1.C(O[BH-](OC(=O)C)OC(=O)C)(=O)C.[Na+].CO. Product: [F:19][C:16]1[CH:17]=[N:18][C:11]2[N:10]([C:20]3[CH:21]=[C:22]([C:26]4[CH:31]=[CH:30][CH:29]=[C:28]([OH:32])[C:27]=4[CH2:33][N:34]4[CH2:39][CH2:38][O:37][CH2:36][CH2:35]4)[CH:23]=[CH:24][CH:25]=3)[C:9](=[O:40])[N:8]([C@H:5]3[CH2:6][CH2:7][C@@H:2]([NH:1][CH2:51][C:49]4[N:50]=[C:45]5[CH:44]=[CH:43][C:42]([F:41])=[CH:47][N:46]5[CH:48]=4)[CH2:3][CH2:4]3)[C:13](=[O:14])[C:12]=2[CH:15]=1. The catalyst class is: 4. (3) Reactant: [F:1][C:2]1[CH:10]=[C:9]([F:11])[C:8]([F:12])=[CH:7][C:3]=1[C:4](O)=[O:5].C(N=C=NCCCN(C)C)C.[CH3:24][S:25]([NH2:28])(=[O:27])=[O:26].C(N(CC)CC)C.Cl. Product: [F:1][C:2]1[CH:10]=[C:9]([F:11])[C:8]([F:12])=[CH:7][C:3]=1[C:4]([NH:28][S:25]([CH3:24])(=[O:27])=[O:26])=[O:5]. The catalyst class is: 119. (4) Product: [F:94][C:92]1[CH:91]=[C:49]([CH:48]=[C:47]([F:46])[CH:93]=1)[CH2:50][N:51]1[CH:55]=[C:54]([C:56]2[C:64]3[C:59](=[N:60][CH:61]=[C:62]([C:65]4[CH:66]=[CH:67][C:68]([N:71]5[CH2:72][CH2:73][N:74]([CH2:77][C:78]([NH2:80])=[O:79])[CH2:75][CH2:76]5)=[N:69][CH:70]=4)[CH:63]=3)[NH:58][CH:57]=2)[CH:53]=[N:52]1. Reactant: Cl.FC1C=C(C=CC=1)CN1C=C(C2C3C(=NC=C(C4C=CC(C5CCNCC5)=CC=4)C=3)N(S(C3C=CC(C)=CC=3)(=O)=O)C=2)C=N1.[F:46][C:47]1[CH:48]=[C:49]([CH:91]=[C:92]([F:94])[CH:93]=1)[CH2:50][N:51]1[CH:55]=[C:54]([C:56]2[C:64]3[C:59](=[N:60][CH:61]=[C:62]([C:65]4[CH:66]=[CH:67][C:68]([N:71]5[CH2:76][CH2:75][N:74]([CH2:77][C:78]([NH2:80])=[O:79])[CH2:73][CH2:72]5)=[N:69][CH:70]=4)[CH:63]=3)[N:58](S(C3C=CC(C)=CC=3)(=O)=O)[CH:57]=2)[CH:53]=[N:52]1.[OH-].[Li+]. The catalyst class is: 87. (5) Reactant: C(OC1C=CC=CC=1C[N:12]([C@H:16]([C:27]1[CH:32]=[CH:31][C:30]([Cl:33])=[CH:29][CH:28]=1)[C@@H:17]([C:20]1[CH:25]=[CH:24][CH:23]=[C:22]([Cl:26])[CH:21]=1)[CH:18]=[CH2:19])[C:13](=[O:15])[CH3:14])(=O)C.O.C1(C)C(S(O)(=O)=O)=CC=CC=1.C(OCC)(=O)C. Product: [Cl:26][C:22]1[CH:21]=[C:20]([C@@H:17]([CH:18]=[CH2:19])[C@H:16]([NH:12][C:13](=[O:15])[CH3:14])[C:27]2[CH:32]=[CH:31][C:30]([Cl:33])=[CH:29][CH:28]=2)[CH:25]=[CH:24][CH:23]=1. The catalyst class is: 11.